Predict the product of the given reaction. From a dataset of Forward reaction prediction with 1.9M reactions from USPTO patents (1976-2016). Given the reactants [CH3:1][S:2]([C:5]1[N:10]=[C:9]([NH:11][C:12]2[NH:13][N:14]=[C:15]([CH3:17])[CH:16]=2)[CH:8]=[C:7]([N:18]2[CH2:23][CH2:22][O:21][CH2:20][CH2:19]2)[N:6]=1)(=O)=O.[C:24]([NH:27][C:28]1[CH:33]=[CH:32]C(S)=[CH:30][CH:29]=1)(=[O:26])[CH3:25], predict the reaction product. The product is: [C:24]([NH:27][C:28]1[CH:33]=[CH:32][C:1]([S:2][C:5]2[N:10]=[C:9]([NH:11][C:12]3[NH:13][N:14]=[C:15]([CH3:17])[CH:16]=3)[CH:8]=[C:7]([N:18]3[CH2:23][CH2:22][O:21][CH2:20][CH2:19]3)[N:6]=2)=[CH:30][CH:29]=1)(=[O:26])[CH3:25].